Dataset: Full USPTO retrosynthesis dataset with 1.9M reactions from patents (1976-2016). Task: Predict the reactants needed to synthesize the given product. (1) Given the product [N:20]1[N:21]([C:25]2[CH:26]=[C:27]([NH:28][C:13]3[C:14]([C:17]#[N:18])=[N:15][CH:16]=[C:11]([NH:10][C@@H:3]4[CH2:4][CH2:5][CH2:6][C:7]([F:9])([F:8])[C@@H:2]4[NH2:1])[N:12]=3)[CH:29]=[CH:30][CH:31]=2)[N:22]=[CH:23][CH:24]=1, predict the reactants needed to synthesize it. The reactants are: [NH2:1][C@H:2]1[C:7]([F:9])([F:8])[CH2:6][CH2:5][CH2:4][C@H:3]1[NH:10][C:11]1[N:12]=[C:13](Cl)[C:14]([C:17]#[N:18])=[N:15][CH:16]=1.[N:20]1[N:21]([C:25]2[CH:26]=[C:27]([CH:29]=[CH:30][CH:31]=2)[NH2:28])[N:22]=[CH:23][CH:24]=1.C([O-])([O-])=O.[K+].[K+].C1C=CC(P(C2C(C3C(P(C4C=CC=CC=4)C4C=CC=CC=4)=CC=C4C=3C=CC=C4)=C3C(C=CC=C3)=CC=2)C2C=CC=CC=2)=CC=1. (2) The reactants are: [CH2:1]([O:3][C:4]([C@H:6]1[CH2:8][C@@H:7]1[C:9]1[CH:14]=[CH:13][C:12]([O:15][C@H:16]2[C:24]3[C:19](=[C:20]([C:27]4[C:32]([CH3:33])=[CH:31][C:30]([O:34][Si](C(C)(C)C)(C)C)=[CH:29][C:28]=4[CH3:42])[C:21]([C:25]#[N:26])=[CH:22][CH:23]=3)[CH2:18][CH2:17]2)=[CH:11][CH:10]=1)=[O:5])[CH3:2].[F-].C([N+](CCCC)(CCCC)CCCC)CCC.[Cl-].[NH4+]. Given the product [CH2:1]([O:3][C:4]([C@H:6]1[CH2:8][C@@H:7]1[C:9]1[CH:14]=[CH:13][C:12]([O:15][C@H:16]2[C:24]3[C:19](=[C:20]([C:27]4[C:32]([CH3:33])=[CH:31][C:30]([OH:34])=[CH:29][C:28]=4[CH3:42])[C:21]([C:25]#[N:26])=[CH:22][CH:23]=3)[CH2:18][CH2:17]2)=[CH:11][CH:10]=1)=[O:5])[CH3:2], predict the reactants needed to synthesize it. (3) Given the product [Br:7][CH2:8][C:9]([O:21][C:18]([C:12]1[CH:17]=[CH:16][CH:15]=[CH:14][CH:13]=1)([CH3:20])[CH3:19])=[O:10], predict the reactants needed to synthesize it. The reactants are: N1C=CC=CC=1.[Br:7][CH2:8][C:9](Br)=[O:10].[C:12]1([C:18]([OH:21])([CH3:20])[CH3:19])[CH:17]=[CH:16][CH:15]=[CH:14][CH:13]=1.